This data is from Forward reaction prediction with 1.9M reactions from USPTO patents (1976-2016). The task is: Predict the product of the given reaction. (1) Given the reactants [CH3:1]C(C)([O-])C.[K+].[NH2:7][C:8]1[C:13]2=[C:14]([C:19]3[CH:24]=[CH:23][C:22]([NH:25][C:26]([NH:28][C:29]4[CH:34]=[C:33]([C:35]([F:38])([F:37])[F:36])[CH:32]=[CH:31][N:30]=4)=[O:27])=[CH:21][CH:20]=3)[C:15]([CH:17]=O)=[CH:16][N:12]2[N:11]=[CH:10][N:9]=1.O, predict the reaction product. The product is: [NH2:7][C:8]1[C:13]2=[C:14]([C:19]3[CH:24]=[CH:23][C:22]([NH:25][C:26]([NH:28][C:29]4[CH:34]=[C:33]([C:35]([F:38])([F:37])[F:36])[CH:32]=[CH:31][N:30]=4)=[O:27])=[CH:21][CH:20]=3)[C:15]([CH:17]=[CH2:1])=[CH:16][N:12]2[N:11]=[CH:10][N:9]=1. (2) Given the reactants [Cl-].O[NH3+:3].[C:4](=[O:7])([O-])[OH:5].[Na+].CS(C)=O.[CH2:13]([C:17]1[N:18]=[C:19]([CH3:46])[N:20]([C:39]2[CH:44]=[CH:43][CH:42]=[C:41]([F:45])[CH:40]=2)[C:21](=[O:38])[C:22]=1[CH2:23][C:24]1[CH:29]=[CH:28][C:27]([C:30]2[C:31]([C:36]#[N:37])=[CH:32][CH:33]=[CH:34][CH:35]=2)=[CH:26][CH:25]=1)[CH2:14][CH2:15][CH3:16], predict the reaction product. The product is: [CH2:13]([C:17]1[N:18]=[C:19]([CH3:46])[N:20]([C:39]2[CH:44]=[CH:43][CH:42]=[C:41]([F:45])[CH:40]=2)[C:21](=[O:38])[C:22]=1[CH2:23][C:24]1[CH:25]=[CH:26][C:27]([C:30]2[CH:35]=[CH:34][CH:33]=[CH:32][C:31]=2[C:36]2[NH:3][C:4](=[O:7])[O:5][N:37]=2)=[CH:28][CH:29]=1)[CH2:14][CH2:15][CH3:16].